Dataset: Forward reaction prediction with 1.9M reactions from USPTO patents (1976-2016). Task: Predict the product of the given reaction. Given the reactants C([O:8][C:9]1[CH:14]=[CH:13][C:12]([CH:15]2[C:20]([CH3:22])([CH3:21])[O:19][C:18]([NH:23][C@H:24]([C:35]3[CH:40]=[CH:39][CH:38]=[CH:37][CH:36]=3)[CH2:25][CH2:26][O:27][Si](C(C)(C)C)(C)C)=[N:17][S:16]2(=[O:42])=[O:41])=[CH:11][CH:10]=1)C1C=CC=CC=1.C(N(CC)CC)C, predict the reaction product. The product is: [OH:27][CH2:26][CH2:25][C@H:24]([NH:23][C:18]1[O:19][C:20]([CH3:22])([CH3:21])[CH:15]([C:12]2[CH:13]=[CH:14][C:9]([OH:8])=[CH:10][CH:11]=2)[S:16](=[O:41])(=[O:42])[N:17]=1)[C:35]1[CH:40]=[CH:39][CH:38]=[CH:37][CH:36]=1.